Dataset: Forward reaction prediction with 1.9M reactions from USPTO patents (1976-2016). Task: Predict the product of the given reaction. (1) Given the reactants [CH3:1][C@@H:2]1[CH2:24][C:23]2[C:25](=[O:26])[C:18](=[CH:19][C:20]([C:22]=2OC)=[O:21])[NH:17][C:15](=[O:16])[C:14]([CH3:29])=[CH:13][CH:12]=[CH:11][C@H:10]([O:30][CH3:31])[C@@H:9]([O:32][C:33]([NH2:35])=[O:34])[C:8]([CH3:36])=[CH:7][C@H:6]([CH3:37])[C@@H:5]([OH:38])[C@@H:4]([O:39][CH3:40])[CH2:3]1.[NH3:41], predict the reaction product. The product is: [CH3:1][C@@H:2]1[CH2:24][C:23]2[C:25](=[O:26])[C:18](=[CH:19][C:20]([C:22]=2[NH2:41])=[O:21])[NH:17][C:15](=[O:16])[C:14]([CH3:29])=[CH:13][CH:12]=[CH:11][C@H:10]([O:30][CH3:31])[C@@H:9]([O:32][C:33]([NH2:35])=[O:34])[C:8]([CH3:36])=[CH:7][C@H:6]([CH3:37])[C@@H:5]([OH:38])[C@@H:4]([O:39][CH3:40])[CH2:3]1. (2) The product is: [CH:1]1([C:7]2[C:15]3[C:10](=[CH:11][C:12]([C:16]([O:18][CH3:19])=[O:17])=[CH:13][CH:14]=3)[NH:9][C:8]=2[C:20]2[CH:25]=[CH:24][C:23]([O:26][CH2:38][C:39]3[CH:44]=[CH:43][CH:42]=[CH:41][N:40]=3)=[CH:22][C:21]=2[O:27][CH2:28][O:29][CH3:30])[CH2:6][CH2:5][CH2:4][CH2:3][CH2:2]1. Given the reactants [CH:1]1([C:7]2[C:15]3[C:10](=[CH:11][C:12]([C:16]([O:18][CH3:19])=[O:17])=[CH:13][CH:14]=3)[NH:9][C:8]=2[C:20]2[CH:25]=[CH:24][C:23]([OH:26])=[CH:22][C:21]=2[O:27][CH2:28][O:29][CH3:30])[CH2:6][CH2:5][CH2:4][CH2:3][CH2:2]1.C([O-])([O-])=O.[Cs+].[Cs+].Br[CH2:38][C:39]1[CH:44]=[CH:43][CH:42]=[CH:41][N:40]=1, predict the reaction product.